Dataset: Reaction yield outcomes from USPTO patents with 853,638 reactions. Task: Predict the reaction yield, written as a fraction of the theoretical maximum amount of product (1.0 means a 100% yield; for example, 0.34 means a 34% yield). (1) The reactants are C([N:8](CC1C=CC=CC=1)[CH:9]1[CH2:13][CH:12]([C:14]([O:16][CH2:17][CH3:18])=[O:15])[CH:11]([CH2:19][CH3:20])[CH2:10]1)C1C=CC=CC=1.[H][H]. The catalyst is CCO.[OH-].[OH-].[Pd+2]. The product is [NH2:8][CH:9]1[CH2:13][CH:12]([C:14]([O:16][CH2:17][CH3:18])=[O:15])[CH:11]([CH2:19][CH3:20])[CH2:10]1. The yield is 0.990. (2) The product is [N:13]1[CH:12]=[CH:11][N:8]2[CH:9]=[CH:10][C:5]([C:3]([NH2:15])=[O:2])=[N:6][C:7]=12. The yield is 0.580. No catalyst specified. The reactants are C[O:2][C:3]([C:5]1[CH:10]=[CH:9][N:8]2[CH:11]=[CH:12][N:13]=[C:7]2[N:6]=1)=O.[OH-].[NH4+:15].